From a dataset of Full USPTO retrosynthesis dataset with 1.9M reactions from patents (1976-2016). Predict the reactants needed to synthesize the given product. (1) Given the product [CH3:8][C:9]1[CH:18]=[C:17]([CH2:19][O:20][CH:21]2[CH2:26][CH2:25][N:24]([S:35]([CH3:34])(=[O:37])=[O:36])[CH2:23][CH2:22]2)[C:16]2[C:11](=[CH:12][CH:13]=[CH:14][CH:15]=2)[N:10]=1, predict the reactants needed to synthesize it. The reactants are: C(O)(C(F)(F)F)=O.[CH3:8][C:9]1[CH:18]=[C:17]([CH2:19][O:20][CH:21]2[CH2:26][CH2:25][NH:24][CH2:23][CH2:22]2)[C:16]2[C:11](=[CH:12][CH:13]=[CH:14][CH:15]=2)[N:10]=1.C(N(CC)CC)C.[CH3:34][S:35](Cl)(=[O:37])=[O:36]. (2) The reactants are: [NH2:1][C:2]1[S:6][C:5]2[CH:7]3[O:12][CH:10]([CH2:11][C:4]=2[C:3]=1[C:13]([O:15][CH2:16][CH2:17][CH3:18])=[O:14])[CH2:9][CH2:8]3.[F:19][C:20]1[CH:28]=[CH:27][CH:26]=[C:25]([C:29]([F:32])([F:31])[F:30])[C:21]=1[C:22](Cl)=[O:23]. Given the product [F:19][C:20]1[CH:28]=[CH:27][CH:26]=[C:25]([C:29]([F:30])([F:31])[F:32])[C:21]=1[C:22]([NH:1][C:2]1[S:6][C:5]2[CH:7]3[O:12][CH:10]([CH2:11][C:4]=2[C:3]=1[C:13]([O:15][CH2:16][CH2:17][CH3:18])=[O:14])[CH2:9][CH2:8]3)=[O:23], predict the reactants needed to synthesize it. (3) Given the product [CH:9]([C:12]1[CH:17]=[CH:16][C:15]([S:18]([NH:1][C:2]2[O:6][N:5]=[C:4]([CH3:7])[C:3]=2[Br:8])(=[O:20])=[O:19])=[CH:14][CH:13]=1)([CH3:11])[CH3:10], predict the reactants needed to synthesize it. The reactants are: [NH2:1][C:2]1[O:6][N:5]=[C:4]([CH3:7])[C:3]=1[Br:8].[CH:9]([C:12]1[CH:17]=[CH:16][C:15]([S:18](Cl)(=[O:20])=[O:19])=[CH:14][CH:13]=1)([CH3:11])[CH3:10].